Dataset: Forward reaction prediction with 1.9M reactions from USPTO patents (1976-2016). Task: Predict the product of the given reaction. (1) Given the reactants C(OC([N:8]1[CH2:13][CH2:12][CH:11]([NH:14][S:15]([CH:18]([CH3:20])[CH3:19])(=[O:17])=[O:16])[CH:10]([C:21]2[CH:26]=[CH:25][CH:24]=[CH:23][CH:22]=2)[CH2:9]1)=O)(C)(C)C.[N+:27]([O-])([OH:29])=[O:28].OS(O)(=O)=O, predict the reaction product. The product is: [N+:27]([C:24]1[CH:25]=[CH:26][C:21]([C@H:10]2[C@H:11]([NH:14][S:15]([CH:18]([CH3:20])[CH3:19])(=[O:17])=[O:16])[CH2:12][CH2:13][NH:8][CH2:9]2)=[CH:22][CH:23]=1)([O-:29])=[O:28]. (2) Given the reactants CS(O[CH2:6][CH2:7][C:8]1[O:9][C:10]2[CH:16]=[CH:15][C:14]([C:17]3[CH:22]=[CH:21][C:20]([C:23]([N:25]4[CH2:30][CH2:29][O:28][CH2:27][CH2:26]4)=[O:24])=[CH:19][CH:18]=3)=[CH:13][C:11]=2[CH:12]=1)(=O)=O.[CH3:31][CH:32]1[CH2:37][CH2:36][CH2:35][CH2:34][NH:33]1, predict the reaction product. The product is: [CH3:31][CH:32]1[CH2:37][CH2:36][CH2:35][CH2:34][N:33]1[CH2:6][CH2:7][C:8]1[O:9][C:10]2[CH:16]=[CH:15][C:14]([C:17]3[CH:18]=[CH:19][C:20]([C:23]([N:25]4[CH2:26][CH2:27][O:28][CH2:29][CH2:30]4)=[O:24])=[CH:21][CH:22]=3)=[CH:13][C:11]=2[CH:12]=1. (3) The product is: [CH2:1]([O:3][C:4]([C:6]1[NH:7][CH:8]=[CH:9][C:10]=1[CH3:11])=[O:5])[CH3:2]. Given the reactants [CH2:1]([O:3][C:4]([CH:6]1[C:10]([CH3:11])=[CH:9][CH2:8][N:7]1S(C1C=CC(C)=CC=1)(=O)=O)=[O:5])[CH3:2].C1CCN2C(=NCCC2)CC1, predict the reaction product. (4) Given the reactants [CH3:1][N:2]([CH3:11])[C:3]1[C:8]([CH3:9])=[CH:7][CH:6]=[C:5]([NH2:10])[CH:4]=1.Br[CH2:13][CH2:14][CH2:15][CH2:16][CH2:17][C:18]([OH:20])=[O:19].C(N(CC)CC)C, predict the reaction product. The product is: [CH3:11][N:2]([CH3:1])[C:3]1[CH:4]=[C:5]([NH:10][CH2:13][CH2:14][CH2:15][CH2:16][CH2:17][C:18]([OH:20])=[O:19])[CH:6]=[CH:7][C:8]=1[CH3:9]. (5) Given the reactants [Si](OC1C=C(C=CC=1)C(NNC(=O)[C@H](NC1C=CC(C#N)=C(Cl)C=1C)[C@H](O[Si](C(C)(C)C)(C)C)C)=O)(C(C)(C)C)(C)C.C1C=CC(P(C2C=CC=CC=2)C2C=CC=CC=2)=CC=1.II.[Si:64]([O:71][C@@H:72]([CH3:104])[C@@H:73]([NH:93][C:94]1[CH:101]=[CH:100][C:97]([C:98]#[N:99])=[C:96]([Cl:102])[C:95]=1[CH3:103])[C:74]1[O:75][C:76]([C:79]2[CH:84]=[CH:83][CH:82]=[C:81]([O:85][Si:86]([C:89]([CH3:92])([CH3:91])[CH3:90])([CH3:88])[CH3:87])[CH:80]=2)=[N:77][N:78]=1)([C:67]([CH3:70])([CH3:69])[CH3:68])([CH3:66])[CH3:65], predict the reaction product. The product is: [Si:64]([O:71][C@H:72]([CH3:104])[C@@H:73]([NH:93][C:94]1[CH:101]=[CH:100][C:97]([C:98]#[N:99])=[C:96]([Cl:102])[C:95]=1[CH3:103])[C:74]1[O:75][C:76]([C:79]2[CH:84]=[CH:83][CH:82]=[C:81]([O:85][Si:86]([C:89]([CH3:90])([CH3:91])[CH3:92])([CH3:87])[CH3:88])[CH:80]=2)=[N:77][N:78]=1)([C:67]([CH3:68])([CH3:69])[CH3:70])([CH3:65])[CH3:66]. (6) Given the reactants Cl.Cl[CH2:3][C:4]1[N:5]([CH2:9][C:10]2[CH:15]=[C:14]([Cl:16])[CH:13]=[C:12]([Cl:17])[CH:11]=2)[CH:6]=[CH:7][N:8]=1.[CH:18]1([OH:24])[CH2:23][CH2:22][CH2:21][CH2:20][CH2:19]1, predict the reaction product. The product is: [CH:18]1([O:24][CH2:3][C:4]2[N:5]([CH2:9][C:10]3[CH:15]=[C:14]([Cl:16])[CH:13]=[C:12]([Cl:17])[CH:11]=3)[CH:6]=[CH:7][N:8]=2)[CH2:23][CH2:22][CH2:21][CH2:20][CH2:19]1. (7) Given the reactants [NH2:1][C:2]1[CH:10]=[CH:9][CH:8]=[C:7]2[C:3]=1[CH:4]([CH2:12][C:13]([O:15]CC)=O)[C:5](=[O:11])[NH:6]2.C1(C)C=CC(S(O)(=O)=O)=CC=1, predict the reaction product. The product is: [NH4+:1].[OH-:11].[NH:6]1[C:7]2[C:3]3[CH:4]([CH2:12][C:13](=[O:15])[NH:1][C:2]=3[CH:10]=[CH:9][CH:8]=2)[C:5]1=[O:11].